Dataset: Experimentally validated miRNA-target interactions with 360,000+ pairs, plus equal number of negative samples. Task: Binary Classification. Given a miRNA mature sequence and a target amino acid sequence, predict their likelihood of interaction. Result: 1 (interaction). The protein sequence of the target gene is MKTKNRPPRRRAPVQDTEATPGEGTPDGSLPNPGPEPAKGLRSRPARAAARAPGEGRRRRPGPSGPGGRRDSSIQRRLESNERERQRMHKLNNAFQALREVIPHVRADKKLSKIETLTLAKNYIKSLTATILTMSSSRLPGLEGPGPKLYQHYQQQQQVAGGALGATEAQPQGHLQRYSTQIHSFREGT. The miRNA is hsa-miR-502-5p with sequence AUCCUUGCUAUCUGGGUGCUA.